Dataset: CYP1A2 inhibition data for predicting drug metabolism from PubChem BioAssay. Task: Regression/Classification. Given a drug SMILES string, predict its absorption, distribution, metabolism, or excretion properties. Task type varies by dataset: regression for continuous measurements (e.g., permeability, clearance, half-life) or binary classification for categorical outcomes (e.g., BBB penetration, CYP inhibition). Dataset: cyp1a2_veith. (1) The drug is CS(=O)(=O)c1ccc(CNC(=O)[C@@H]2C[C@H]2[C@@H](NP(=O)(c2ccccc2)c2ccccc2)c2ccccc2)cc1. The result is 0 (non-inhibitor). (2) The drug is C[C@@H]1[C@H]2C3=CC[C@@H]4[C@]5(C)C[C@H](O)[C@@H](O)[C@@](C)(CO)[C@@H]5[C@H](O)C[C@]4(C)[C@]3(C)CC[C@@]2(C(=O)O)CC[C@H]1C. The result is 0 (non-inhibitor). (3) The drug is O=C(O)c1sc2cc(C(F)(F)F)cnc2c1-c1ccccc1. The result is 0 (non-inhibitor). (4) The result is 0 (non-inhibitor). The molecule is Cl.O=C(NCCOC(=O)c1ccc(C(=O)OCCNC(=O)c2cccnc2)s1)c1cccnc1. (5) The molecule is NS(=O)(=O)C[C-]1C=CC([Sb-](Cl)(Cl)(Cl)(Cl)Cl)C=C1.c1ccncc1. The result is 0 (non-inhibitor). (6) The compound is COc1cc(C)c(Br)cc1S(=O)(=O)NCc1ccccc1. The result is 1 (inhibitor). (7) The molecule is Cc1ccnn1CC(=O)N/N=C/c1ccco1. The result is 0 (non-inhibitor). (8) The molecule is CO[C@@H]1/C=C\O[C@]2(C)Oc3c(C)c(O)c4c(O)c(c(CN(C)C)c(O)c4c3C2=O)NC(=O)/C(C)=C\C=C[C@@H](C)[C@@H](O)[C@H](C)[C@@H](O)[C@H](C)[C@H](OC(C)=O)[C@@H]1C. The result is 0 (non-inhibitor).